From a dataset of NCI-60 drug combinations with 297,098 pairs across 59 cell lines. Regression. Given two drug SMILES strings and cell line genomic features, predict the synergy score measuring deviation from expected non-interaction effect. (1) Drug 1: C1=CC(=CC=C1CCC2=CNC3=C2C(=O)NC(=N3)N)C(=O)NC(CCC(=O)O)C(=O)O. Drug 2: C#CCC(CC1=CN=C2C(=N1)C(=NC(=N2)N)N)C3=CC=C(C=C3)C(=O)NC(CCC(=O)O)C(=O)O. Cell line: UO-31. Synergy scores: CSS=17.6, Synergy_ZIP=-7.58, Synergy_Bliss=-3.24, Synergy_Loewe=-3.47, Synergy_HSA=-3.45. (2) Drug 1: CC1=C(N=C(N=C1N)C(CC(=O)N)NCC(C(=O)N)N)C(=O)NC(C(C2=CN=CN2)OC3C(C(C(C(O3)CO)O)O)OC4C(C(C(C(O4)CO)O)OC(=O)N)O)C(=O)NC(C)C(C(C)C(=O)NC(C(C)O)C(=O)NCCC5=NC(=CS5)C6=NC(=CS6)C(=O)NCCC[S+](C)C)O. Drug 2: C#CCC(CC1=CN=C2C(=N1)C(=NC(=N2)N)N)C3=CC=C(C=C3)C(=O)NC(CCC(=O)O)C(=O)O. Cell line: PC-3. Synergy scores: CSS=36.7, Synergy_ZIP=-4.39, Synergy_Bliss=-1.54, Synergy_Loewe=-22.2, Synergy_HSA=-0.593. (3) Drug 1: CN(C(=O)NC(C=O)C(C(C(CO)O)O)O)N=O. Drug 2: C1CN(P(=O)(OC1)NCCCl)CCCl. Cell line: DU-145. Synergy scores: CSS=15.3, Synergy_ZIP=-0.242, Synergy_Bliss=2.95, Synergy_Loewe=-4.65, Synergy_HSA=0.792. (4) Drug 1: CC1CCC2CC(C(=CC=CC=CC(CC(C(=O)C(C(C(=CC(C(=O)CC(OC(=O)C3CCCCN3C(=O)C(=O)C1(O2)O)C(C)CC4CCC(C(C4)OC)OCCO)C)C)O)OC)C)C)C)OC. Drug 2: N.N.Cl[Pt+2]Cl. Cell line: SK-MEL-2. Synergy scores: CSS=55.9, Synergy_ZIP=-6.36, Synergy_Bliss=-6.67, Synergy_Loewe=-4.78, Synergy_HSA=-3.07. (5) Drug 1: C1CN1P(=S)(N2CC2)N3CC3. Drug 2: C(=O)(N)NO. Cell line: ACHN. Synergy scores: CSS=13.0, Synergy_ZIP=-0.442, Synergy_Bliss=-0.820, Synergy_Loewe=-20.3, Synergy_HSA=-2.93. (6) Drug 1: C1=CC(=CC=C1CC(C(=O)O)N)N(CCCl)CCCl.Cl. Drug 2: CC1=C(C(CCC1)(C)C)C=CC(=CC=CC(=CC(=O)O)C)C. Cell line: MOLT-4. Synergy scores: CSS=35.2, Synergy_ZIP=-2.04, Synergy_Bliss=-6.60, Synergy_Loewe=-28.9, Synergy_HSA=-7.34. (7) Drug 1: C1=CC(=CC=C1CC(C(=O)O)N)N(CCCl)CCCl.Cl. Cell line: SR. Synergy scores: CSS=55.0, Synergy_ZIP=-1.06, Synergy_Bliss=-2.16, Synergy_Loewe=-12.5, Synergy_HSA=-1.16. Drug 2: CN(C(=O)NC(C=O)C(C(C(CO)O)O)O)N=O. (8) Drug 1: C1CCC(CC1)NC(=O)N(CCCl)N=O. Drug 2: CC1=C(C(CCC1)(C)C)C=CC(=CC=CC(=CC(=O)O)C)C. Cell line: KM12. Synergy scores: CSS=18.6, Synergy_ZIP=-0.395, Synergy_Bliss=-2.93, Synergy_Loewe=6.52, Synergy_HSA=6.94. (9) Drug 1: CN1C2=C(C=C(C=C2)N(CCCl)CCCl)N=C1CCCC(=O)O.Cl. Drug 2: CC12CCC3C(C1CCC2O)C(CC4=C3C=CC(=C4)O)CCCCCCCCCS(=O)CCCC(C(F)(F)F)(F)F. Cell line: HOP-62. Synergy scores: CSS=-8.46, Synergy_ZIP=5.48, Synergy_Bliss=-6.36, Synergy_Loewe=-14.6, Synergy_HSA=-17.7. (10) Drug 1: C1=C(C(=O)NC(=O)N1)N(CCCl)CCCl. Drug 2: C1=NNC2=C1C(=O)NC=N2. Cell line: NCIH23. Synergy scores: CSS=44.2, Synergy_ZIP=1.46, Synergy_Bliss=3.89, Synergy_Loewe=-0.344, Synergy_HSA=5.95.